From a dataset of Full USPTO retrosynthesis dataset with 1.9M reactions from patents (1976-2016). Predict the reactants needed to synthesize the given product. (1) Given the product [F:33][C:34]([F:53])([F:52])[S:35]([O:26][C:9]1[CH:8]=[C:7]2[C@@:5]3([CH2:4][O:3][C:2]([NH2:1])=[N:6]3)[C:19]3[C:14](=[N:15][CH:16]=[C:17]([C:20]#[C:21][C:22]([OH:25])([CH3:23])[CH3:24])[CH:18]=3)[O:13][C:12]2=[CH:11][CH:10]=1)(=[O:37])=[O:36], predict the reactants needed to synthesize it. The reactants are: [NH2:1][C:2]1[O:3][CH2:4][C@:5]2([C:19]3[C:14](=[N:15][CH:16]=[C:17]([C:20]#[C:21][C:22]([OH:25])([CH3:24])[CH3:23])[CH:18]=3)[O:13][C:12]3[C:7]2=[CH:8][C:9]([OH:26])=[CH:10][CH:11]=3)[N:6]=1.C(=O)([O-])[O-].[Cs+].[Cs+].[F:33][C:34]([F:53])([F:52])[S:35](N(C1C=CC=CC=1)[S:35]([C:34]([F:53])([F:52])[F:33])(=[O:37])=[O:36])(=[O:37])=[O:36]. (2) Given the product [C:33]1([S:30]([NH:29][C@H:15]([C:16](=[O:28])[NH:17][CH2:18][CH2:19][CH2:20][CH2:21][C:22]2[CH:23]=[CH:24][CH:25]=[CH:26][CH:27]=2)[CH2:14][C:11]2[CH:12]=[CH:13][C:8]([O:7][CH:5]([F:6])[C:4]([OH:51])=[O:3])=[C:9]([N:39]([C:41]([O:43][CH2:44][C:45]3[CH:46]=[CH:47][CH:48]=[CH:49][CH:50]=3)=[O:42])[CH3:40])[CH:10]=2)(=[O:32])=[O:31])[CH:34]=[CH:35][CH:36]=[CH:37][CH:38]=1, predict the reactants needed to synthesize it. The reactants are: C([O:3][C:4](=[O:51])[CH:5]([O:7][C:8]1[CH:13]=[CH:12][C:11]([CH2:14][C@H:15]([NH:29][S:30]([C:33]2[CH:38]=[CH:37][CH:36]=[CH:35][CH:34]=2)(=[O:32])=[O:31])[C:16](=[O:28])[NH:17][CH2:18][CH2:19][CH2:20][CH2:21][C:22]2[CH:27]=[CH:26][CH:25]=[CH:24][CH:23]=2)=[CH:10][C:9]=1[N:39]([C:41]([O:43][CH2:44][C:45]1[CH:50]=[CH:49][CH:48]=[CH:47][CH:46]=1)=[O:42])[CH3:40])[F:6])C.[OH-].[K+]. (3) Given the product [CH:45]([C:37]1[CH:38]=[CH:39][CH:40]=[C:41]([CH:42]([CH3:44])[CH3:43])[C:36]=1[N:32]1[CH:33]=[CH:34][N:35]=[C:31]1[C:27]1[CH:26]=[C:25]([CH:30]=[CH:29][CH:28]=1)[N:14]([C:13]1[CH:21]=[CH:22][CH:23]=[C:11]([C:1]2[C:10]3[C:5](=[CH:6][CH:7]=[CH:8][CH:9]=3)[CH:4]=[CH:3][N:2]=2)[CH:12]=1)[C:15]1[CH:20]=[CH:19][CH:18]=[CH:17][CH:16]=1)([CH3:47])[CH3:46], predict the reactants needed to synthesize it. The reactants are: [C:1]1([C:11]2[CH:12]=[C:13]([CH:21]=[CH:22][CH:23]=2)[NH:14][C:15]2[CH:20]=[CH:19][CH:18]=[CH:17][CH:16]=2)[C:10]2[C:5](=[CH:6][CH:7]=[CH:8][CH:9]=2)[CH:4]=[CH:3][N:2]=1.Br[C:25]1[CH:26]=[C:27]([C:31]2[N:32]([C:36]3[C:41]([CH:42]([CH3:44])[CH3:43])=[CH:40][CH:39]=[CH:38][C:37]=3[CH:45]([CH3:47])[CH3:46])[CH:33]=[CH:34][N:35]=2)[CH:28]=[CH:29][CH:30]=1.CC(C)([O-])C.[Na+].C1(P(C2CCCCC2)C2C=CC=CC=2C2C(OC)=CC=CC=2OC)CCCCC1. (4) Given the product [Cl:1][C:2]1[C:8]([CH:19]=[CH2:20])=[C:7]([Cl:10])[CH:6]=[CH:5][C:3]=1[NH2:4], predict the reactants needed to synthesize it. The reactants are: [Cl:1][C:2]1[C:8](I)=[C:7]([Cl:10])[CH:6]=[CH:5][C:3]=1[NH2:4].C([O-])([O-])=O.[K+].[K+].CO[CH2:19][CH2:20]OC.O. (5) Given the product [F:8][C:7]1[CH:6]=[C:5]([C:9]2[C:18]3[C:13](=[CH:14][C:15]([S:19]([NH:22][C:23]4[S:24][CH:25]=[N:26][N:27]=4)(=[O:21])=[O:20])=[CH:16][CH:17]=3)[CH:12]=[CH:11][N:10]=2)[C:4]([O:28][CH3:29])=[CH:3][C:2]=1[C:35]1[CH:34]=[CH:33][CH:32]=[C:31]([F:30])[CH:36]=1, predict the reactants needed to synthesize it. The reactants are: Cl[C:2]1[C:7]([F:8])=[CH:6][C:5]([C:9]2[C:18]3[C:13](=[CH:14][C:15]([S:19]([NH:22][C:23]4[S:24][CH:25]=[N:26][N:27]=4)(=[O:21])=[O:20])=[CH:16][CH:17]=3)[CH:12]=[CH:11][N:10]=2)=[C:4]([O:28][CH3:29])[CH:3]=1.[F:30][C:31]1[CH:32]=[C:33](B(O)O)[CH:34]=[CH:35][CH:36]=1.P([O-])([O-])([O-])=O.[K+].[K+].[K+]. (6) Given the product [CH3:34][O:33][C:30]1[CH:29]=[CH:28][C:27]([S:24]([C:5]([CH2:6][CH2:7][CH2:8][C:9]2[CH:10]=[CH:11][CH:12]=[CH:13][CH:14]=2)([CH2:15][CH2:16][CH2:17][C:18]2[CH:19]=[CH:20][CH:21]=[CH:22][CH:23]=2)[C:4]([OH:35])=[O:3])(=[O:25])=[O:26])=[CH:32][CH:31]=1, predict the reactants needed to synthesize it. The reactants are: C([O:3][C:4](=[O:35])[C:5]([S:24]([C:27]1[CH:32]=[CH:31][C:30]([O:33][CH3:34])=[CH:29][CH:28]=1)(=[O:26])=[O:25])([CH2:15][CH2:16][CH2:17][C:18]1[CH:23]=[CH:22][CH:21]=[CH:20][CH:19]=1)[CH2:6][CH2:7][CH2:8][C:9]1[CH:14]=[CH:13][CH:12]=[CH:11][CH:10]=1)C. (7) Given the product [F:1][C:2]([F:33])([F:32])[C:3]1[CH:4]=[C:5]([C@H:13]2[O:17][C:16](=[O:18])[N:15]([CH2:19][C:20]3[CH:25]=[C:24]([C:26]([F:29])([F:28])[F:27])[CH:23]=[CH:22][C:21]=3[C:38]3[CH:39]=[C:40]([CH:41]([CH3:43])[CH3:42])[C:35]([F:34])=[CH:36][C:37]=3[O:47][CH3:48])[C@H:14]2[CH3:31])[CH:6]=[C:7]([C:9]([F:12])([F:11])[F:10])[CH:8]=1, predict the reactants needed to synthesize it. The reactants are: [F:1][C:2]([F:33])([F:32])[C:3]1[CH:4]=[C:5]([C@H:13]2[O:17][C:16](=[O:18])[N:15]([CH2:19][C:20]3[CH:25]=[C:24]([C:26]([F:29])([F:28])[F:27])[CH:23]=[CH:22][C:21]=3I)[C@H:14]2[CH3:31])[CH:6]=[C:7]([C:9]([F:12])([F:11])[F:10])[CH:8]=1.[F:34][C:35]1[C:40]([CH:41]([CH3:43])[CH3:42])=[CH:39][C:38](B(O)O)=[C:37]([O:47][CH3:48])[CH:36]=1.C(=O)([O-])[O-].[K+].[K+]. (8) The reactants are: Br[C:2]1[CH:3]=[CH:4][C:5]([Cl:10])=[C:6]([O:8][CH3:9])[CH:7]=1.[CH3:11][C:12]1([CH3:18])[CH2:17][NH:16][CH2:15][CH2:14][NH:13]1.C1C=CC(P(C2C(C3C(P(C4C=CC=CC=4)C4C=CC=CC=4)=CC=C4C=3C=CC=C4)=C3C(C=CC=C3)=CC=2)C2C=CC=CC=2)=CC=1.CC([O-])(C)C.[Na+]. Given the product [ClH:10].[ClH:10].[Cl:10][C:5]1[CH:4]=[CH:3][C:2]([N:13]2[CH2:14][CH2:15][NH:16][CH2:17][C:12]2([CH3:18])[CH3:11])=[CH:7][C:6]=1[O:8][CH3:9], predict the reactants needed to synthesize it. (9) Given the product [Cl:1][C:2]1[CH:3]=[C:4]([C:9](=[O:11])[CH3:10])[CH:5]=[CH:6][C:7]=1[S:8][CH:15]1[CH2:20][CH2:19][O:18][CH2:17][CH2:16]1, predict the reactants needed to synthesize it. The reactants are: [Cl:1][C:2]1[CH:3]=[C:4]([C:9](=[O:11])[CH3:10])[CH:5]=[CH:6][C:7]=1[SH:8].[H-].[Na+].I[CH:15]1[CH2:20][CH2:19][O:18][CH2:17][CH2:16]1.